Task: Predict the reactants needed to synthesize the given product.. Dataset: Full USPTO retrosynthesis dataset with 1.9M reactions from patents (1976-2016) (1) Given the product [C:1]([O:4][C@H:5]1[CH2:10][CH2:9][C@H:8]2[C@H:11]3[C@H:21]([CH2:22][CH2:23][C@:6]12[CH3:7])[C@:19]1([CH3:20])[C:14](=[CH:15][C:16](=[O:24])[CH:17]=[CH:18]1)[C:13](=[CH2:25])[CH2:12]3)(=[O:3])[CH3:2], predict the reactants needed to synthesize it. The reactants are: [C:1]([O:4][C@H:5]1[CH2:10][CH2:9][C@H:8]2[C@H:11]3[C@H:21]([CH2:22][CH2:23][C@:6]12[CH3:7])[C@:19]1([CH3:20])[C:14](=[CH:15][C:16](=[O:24])[CH2:17][CH2:18]1)[C:13](=[CH2:25])[CH2:12]3)(=[O:3])[CH3:2].C1(Cl)C(=O)C(Cl)=C(Cl)C(=O)C=1Cl.FC(F)(F)C(=N[Si](C)(C)C)O[Si](C)(C)C. (2) The reactants are: [Cl:1][C:2]1[CH:8]=[CH:7][C:5]([NH2:6])=[CH:4][CH:3]=1.[CH3:9][C:10]([CH3:12])=O.[BH3-]C#N.[Na+].[O-]S([O-])(=O)=O.[Mg+2]. Given the product [Cl:1][C:2]1[CH:8]=[CH:7][C:5]([NH:6][CH:10]([CH3:12])[CH3:9])=[CH:4][CH:3]=1, predict the reactants needed to synthesize it. (3) Given the product [C:15]([C:12]1[CH:11]=[CH:10][C:9]([NH:8][C:6](=[O:7])[CH2:5][C:4]([OH:19])=[O:3])=[CH:14][CH:13]=1)(=[NH:16])[NH2:18], predict the reactants needed to synthesize it. The reactants are: C([O:3][C:4](=[O:19])[CH2:5][C:6]([NH:8][C:9]1[CH:14]=[CH:13][C:12]([C:15](=[NH:18])[NH:16]O)=[CH:11][CH:10]=1)=[O:7])C.C([O-])=O.[NH4+]. (4) Given the product [C:1]([O:5][C:6]([N:8]1[CH2:9][CH2:10][C:11]([CH:20]2[CH2:21][CH2:22][CH2:23][CH2:24][CH2:25]2)([CH2:14][CH2:15][CH:16]=[O:17])[CH2:12][CH2:13]1)=[O:7])([CH3:4])([CH3:2])[CH3:3], predict the reactants needed to synthesize it. The reactants are: [C:1]([O:5][C:6]([N:8]1[CH2:13][CH2:12][C:11]([CH:20]2[CH2:25][CH2:24][CH2:23][CH2:22][CH2:21]2)([CH2:14][CH2:15][C:16](OC)=[O:17])[CH2:10][CH2:9]1)=[O:7])([CH3:4])([CH3:3])[CH3:2].[H-].C([Al+]CC(C)C)C(C)C.